Regression. Given two drug SMILES strings and cell line genomic features, predict the synergy score measuring deviation from expected non-interaction effect. From a dataset of NCI-60 drug combinations with 297,098 pairs across 59 cell lines. (1) Drug 1: CS(=O)(=O)CCNCC1=CC=C(O1)C2=CC3=C(C=C2)N=CN=C3NC4=CC(=C(C=C4)OCC5=CC(=CC=C5)F)Cl. Drug 2: CC(C)CN1C=NC2=C1C3=CC=CC=C3N=C2N. Cell line: HT29. Synergy scores: CSS=0.195, Synergy_ZIP=3.14, Synergy_Bliss=3.16, Synergy_Loewe=0.156, Synergy_HSA=-0.149. (2) Drug 1: C1CCC(CC1)NC(=O)N(CCCl)N=O. Drug 2: COC1=C2C(=CC3=C1OC=C3)C=CC(=O)O2. Cell line: M14. Synergy scores: CSS=6.32, Synergy_ZIP=6.46, Synergy_Bliss=4.61, Synergy_Loewe=0.355, Synergy_HSA=0.638. (3) Drug 1: CCCCCOC(=O)NC1=NC(=O)N(C=C1F)C2C(C(C(O2)C)O)O. Drug 2: C1CN(CCN1C(=O)CCBr)C(=O)CCBr. Cell line: NCIH23. Synergy scores: CSS=30.8, Synergy_ZIP=-4.57, Synergy_Bliss=-0.756, Synergy_Loewe=-12.0, Synergy_HSA=-4.90. (4) Drug 1: C1CN1P(=S)(N2CC2)N3CC3. Drug 2: CC1CCC2CC(C(=CC=CC=CC(CC(C(=O)C(C(C(=CC(C(=O)CC(OC(=O)C3CCCCN3C(=O)C(=O)C1(O2)O)C(C)CC4CCC(C(C4)OC)O)C)C)O)OC)C)C)C)OC. Cell line: SF-268. Synergy scores: CSS=7.31, Synergy_ZIP=-1.55, Synergy_Bliss=2.69, Synergy_Loewe=-1.48, Synergy_HSA=-1.06. (5) Drug 1: C1C(C(OC1N2C=C(C(=O)NC2=O)F)CO)O. Drug 2: C1=NC2=C(N=C(N=C2N1C3C(C(C(O3)CO)O)O)F)N. Cell line: U251. Synergy scores: CSS=22.1, Synergy_ZIP=-8.17, Synergy_Bliss=-8.86, Synergy_Loewe=-73.9, Synergy_HSA=-10.2. (6) Drug 1: CC1=C(C=C(C=C1)NC2=NC=CC(=N2)N(C)C3=CC4=NN(C(=C4C=C3)C)C)S(=O)(=O)N.Cl. Drug 2: COCCOC1=C(C=C2C(=C1)C(=NC=N2)NC3=CC=CC(=C3)C#C)OCCOC.Cl. Cell line: T-47D. Synergy scores: CSS=6.99, Synergy_ZIP=-0.869, Synergy_Bliss=5.49, Synergy_Loewe=5.82, Synergy_HSA=6.14. (7) Drug 1: CC(C1=C(C=CC(=C1Cl)F)Cl)OC2=C(N=CC(=C2)C3=CN(N=C3)C4CCNCC4)N. Drug 2: CC1C(C(CC(O1)OC2CC(CC3=C2C(=C4C(=C3O)C(=O)C5=CC=CC=C5C4=O)O)(C(=O)C)O)N)O. Cell line: HOP-62. Synergy scores: CSS=40.2, Synergy_ZIP=1.03, Synergy_Bliss=2.13, Synergy_Loewe=-20.6, Synergy_HSA=1.14.